Predict the reactants needed to synthesize the given product. From a dataset of Full USPTO retrosynthesis dataset with 1.9M reactions from patents (1976-2016). (1) Given the product [C:71]([N:64]1[C@H:61]2[C@H:60]([N:59]([C:57]([C@@H:56]([NH:55][C:49](=[O:51])[C:48]3[CH:47]=[CH:46][C:45]([N:44]([CH3:43])[CH3:54])=[CH:53][CH:52]=3)[CH2:79][CH:80]([CH3:82])[CH3:81])=[O:58])[CH2:63][CH2:62]2)[C:66]([O:67][CH3:68])([O:69][CH3:70])[CH2:65]1)(=[O:78])[C:72]1[CH:73]=[CH:74][CH:75]=[CH:76][CH:77]=1, predict the reactants needed to synthesize it. The reactants are: CN1CCOCC1.CN(C(ON1N=NC2C=CC=CC1=2)=[N+](C)C)C.F[P-](F)(F)(F)(F)F.O.ON1C2C=CC=CC=2N=N1.[CH3:43][N:44]([CH3:54])[C:45]1[CH:53]=[CH:52][C:48]([C:49]([OH:51])=O)=[CH:47][CH:46]=1.[NH2:55][C@@H:56]([CH2:79][CH:80]([CH3:82])[CH3:81])[C:57]([N:59]1[CH2:63][CH2:62][C@H:61]2[N:64]([C:71](=[O:78])[C:72]3[CH:77]=[CH:76][CH:75]=[CH:74][CH:73]=3)[CH2:65][C:66]([O:69][CH3:70])([O:67][CH3:68])[C@@H:60]12)=[O:58]. (2) Given the product [CH3:8][C:7]1[C:2]([O:1][CH:15]2[CH2:20][CH2:19][N:18]([C:21]([O:23][CH2:24][C:25]3[CH:26]=[CH:27][CH:28]=[CH:29][CH:30]=3)=[O:22])[CH2:17][CH2:16]2)=[CH:3][C:4](=[O:9])[NH:5][CH:6]=1, predict the reactants needed to synthesize it. The reactants are: [OH:1][C:2]1[C:7]([CH3:8])=[CH:6][NH:5][C:4](=[O:9])[CH:3]=1.CS(O[CH:15]1[CH2:20][CH2:19][N:18]([C:21]([O:23][CH2:24][C:25]2[CH:30]=[CH:29][CH:28]=[CH:27][CH:26]=2)=[O:22])[CH2:17][CH2:16]1)(=O)=O.C(=O)([O-])[O-].[K+].[K+].O. (3) Given the product [CH:1]1([CH2:5][C:6]2[N:7]=[C:8]([C:11]3[CH:22]=[C:21]([CH2:20][C:15]([CH3:23])([CH3:14])[C:16]([O:18][CH3:19])=[O:17])[O:13][N:12]=3)[S:9][CH:10]=2)[CH2:2][CH2:3][CH2:4]1, predict the reactants needed to synthesize it. The reactants are: [CH:1]1([CH2:5][C:6]2[N:7]=[C:8]([CH:11]=[N:12][OH:13])[S:9][CH:10]=2)[CH2:4][CH2:3][CH2:2]1.[CH3:14][C:15]([CH3:23])([CH2:20][C:21]#[CH:22])[C:16]([O:18][CH3:19])=[O:17].Cl[O-].[Na+]. (4) The reactants are: [NH2:1][C:2]1[N:6]([CH3:7])[C:5]([SH:8])=[N:4][C:3]=1[C:9]([NH2:11])=[O:10].[Br:12][C:13]1[CH:18]=[C:17]2[O:19][CH2:20][O:21][C:16]2=[CH:15][C:14]=1Br.CC([O-])(C)C.[K+].O(C1C=CC=CC=1P(C1C=CC=CC=1)C1C=CC=CC=1)C1C=CC=CC=1P(C1C=CC=CC=1)C1C=CC=CC=1. Given the product [NH2:1][C:2]1[N:6]([CH3:7])[C:5]([S:8][C:14]2[C:13]([Br:12])=[CH:18][C:17]3[O:19][CH2:20][O:21][C:16]=3[CH:15]=2)=[N:4][C:3]=1[C:9]([NH2:11])=[O:10], predict the reactants needed to synthesize it. (5) Given the product [CH3:37][N:35]([CH3:36])[CH2:34][CH2:33][O:32][C:28]1[CH:27]=[C:26]([NH:25][C:21]2[N:20]=[C:19]([C:18]3[C:8]([C:4]4[CH:3]=[C:2]([NH:1][C:47]([C:44]5([C:38]6[CH:43]=[CH:42][CH:41]=[CH:40][CH:39]=6)[CH2:46][CH2:45]5)=[O:48])[CH:7]=[CH:6][CH:5]=4)=[N:9][N:10]4[CH:15]=[C:14]([O:16][CH3:17])[CH:13]=[CH:12][C:11]=34)[CH:24]=[CH:23][N:22]=2)[CH:31]=[CH:30][CH:29]=1, predict the reactants needed to synthesize it. The reactants are: [NH2:1][C:2]1[CH:3]=[C:4]([C:8]2[C:18]([C:19]3[CH:24]=[CH:23][N:22]=[C:21]([NH:25][C:26]4[CH:31]=[CH:30][CH:29]=[C:28]([O:32][CH2:33][CH2:34][N:35]([CH3:37])[CH3:36])[CH:27]=4)[N:20]=3)=[C:11]3[CH:12]=[CH:13][C:14]([O:16][CH3:17])=[CH:15][N:10]3[N:9]=2)[CH:5]=[CH:6][CH:7]=1.[C:38]1([C:44]2([C:47](O)=[O:48])[CH2:46][CH2:45]2)[CH:43]=[CH:42][CH:41]=[CH:40][CH:39]=1.C(N(C(C)C)CC)(C)C.CN(C(ON1N=NC2C=CC=NC1=2)=[N+](C)C)C.F[P-](F)(F)(F)(F)F.